This data is from Forward reaction prediction with 1.9M reactions from USPTO patents (1976-2016). The task is: Predict the product of the given reaction. (1) Given the reactants [NH3:1].[Br:2][C:3]1[CH:8]=[CH:7][CH:6]=[C:5]([C:9]#[N:10])[C:4]=1[S:11](Cl)(=[O:13])=[O:12].O, predict the reaction product. The product is: [Br:2][C:3]1[C:4]2[S:11](=[O:13])(=[O:12])[N:10]=[C:9]([NH2:1])[C:5]=2[CH:6]=[CH:7][CH:8]=1. (2) Given the reactants C1C=CC2N(O)N=NC=2C=1.CCN(C(C)C)C(C)C.[Cl:20][C:21]1[CH:29]=[CH:28][C:27]([C:30]([F:33])([F:32])[F:31])=[CH:26][C:22]=1[C:23]([OH:25])=O.CCN=C=NCCCN(C)C.Cl.Cl.[C:47]1([C:65]2[CH:70]=[CH:69][CH:68]=[CH:67][CH:66]=2)[CH:52]=[CH:51][C:50]([NH:53][C:54](=[O:64])[CH2:55][C:56](=[O:63])[N:57]2[CH2:62][CH2:61][NH:60][CH2:59][CH2:58]2)=[CH:49][CH:48]=1, predict the reaction product. The product is: [C:47]1([C:65]2[CH:70]=[CH:69][CH:68]=[CH:67][CH:66]=2)[CH:48]=[CH:49][C:50]([NH:53][C:54](=[O:64])[CH2:55][C:56]([N:57]2[CH2:58][CH2:59][N:60]([C:23](=[O:25])[C:22]3[CH:26]=[C:27]([C:30]([F:33])([F:32])[F:31])[CH:28]=[CH:29][C:21]=3[Cl:20])[CH2:61][CH2:62]2)=[O:63])=[CH:51][CH:52]=1. (3) Given the reactants [F:1][C:2]1[CH:7]=[CH:6][C:5]([S:8](Cl)(=[O:10])=[O:9])=[CH:4][CH:3]=1.Cl.[C:13]([C:15]1[CH:22]=[CH:21][C:18]([CH2:19][NH2:20])=[CH:17][CH:16]=1)#[N:14].[Cl-].[Na+], predict the reaction product. The product is: [C:13]([C:15]1[CH:22]=[CH:21][C:18]([CH2:19][NH:20][S:8]([C:5]2[CH:6]=[CH:7][C:2]([F:1])=[CH:3][CH:4]=2)(=[O:10])=[O:9])=[CH:17][CH:16]=1)#[N:14]. (4) The product is: [CH3:18][O:17][C:14]1[N:13]=[CH:12][C:11]([NH:10][C:8]([C:3]2[C:4]([CH3:7])=[N:5][S:6][C:2]=2[NH:1][C:20]2[CH:25]=[N:24][CH:23]=[C:22]([C:26]([F:29])([F:28])[F:27])[N:21]=2)=[O:9])=[CH:16][CH:15]=1. Given the reactants [NH2:1][C:2]1[S:6][N:5]=[C:4]([CH3:7])[C:3]=1[C:8]([NH:10][C:11]1[CH:12]=[N:13][C:14]([O:17][CH3:18])=[CH:15][CH:16]=1)=[O:9].I[C:20]1[CH:25]=[N:24][CH:23]=[C:22]([C:26]([F:29])([F:28])[F:27])[N:21]=1.C(=O)([O-])[O-].[Cs+].[Cs+].CC1(C)C2C(=C(P(C3C=CC=CC=3)C3C=CC=CC=3)C=CC=2)OC2C(P(C3C=CC=CC=3)C3C=CC=CC=3)=CC=CC1=2, predict the reaction product. (5) Given the reactants Cl[C:2]1[C:11]([N+:12]([O-:14])=[O:13])=[CH:10][CH:9]=[CH:8][C:3]=1[C:4]([O:6][CH3:7])=[O:5].C(N(CC)CC)C.[NH2:22][CH2:23][CH2:24][CH2:25][CH2:26][OH:27], predict the reaction product. The product is: [OH:27][CH2:26][CH2:25][CH2:24][CH2:23][NH:22][C:2]1[C:11]([N+:12]([O-:14])=[O:13])=[CH:10][CH:9]=[CH:8][C:3]=1[C:4]([O:6][CH3:7])=[O:5]. (6) Given the reactants [C:1]([C@H:5]1[CH2:10][CH2:9][C@H:8]([N:11]2[C:16](=[O:17])[CH:15]=[CH:14][C:13](Cl)=[N:12]2)[CH2:7][CH2:6]1)([CH3:4])([CH3:3])[CH3:2].[CH:19]([C:21]1[CH:22]=[C:23](B(O)O)[CH:24]=[CH:25][CH:26]=1)=[O:20].C([O-])([O-])=O.[Na+].[Na+].C(Cl)Cl, predict the reaction product. The product is: [C:1]([C@H:5]1[CH2:10][CH2:9][C@H:8]([N:11]2[C:16](=[O:17])[CH:15]=[CH:14][C:13]([C:25]3[CH:26]=[C:21]([CH:22]=[CH:23][CH:24]=3)[CH:19]=[O:20])=[N:12]2)[CH2:7][CH2:6]1)([CH3:4])([CH3:3])[CH3:2]. (7) Given the reactants [S:1]1[CH:5]=[CH:4][C:3]2[C:6](=O)[CH2:7][CH2:8][C:2]1=2.[N:10]([C:13]1[CH:18]=[CH:17][CH:16]=[CH:15][C:14]=1[O:19][C:20]([F:23])([F:22])[F:21])=[C:11]=S.C[Si](C)(C)[Si](C)(C)C.[Li].O.[NH2:34][NH2:35], predict the reaction product. The product is: [S:1]1[CH:5]=[CH:4][C:3]2[C:6]3[NH:34][N:35]=[C:11]([NH:10][C:13]4[CH:18]=[CH:17][CH:16]=[CH:15][C:14]=4[O:19][C:20]([F:23])([F:22])[F:21])[C:7]=3[CH2:8][C:2]1=2.